Dataset: Retrosynthesis with 50K atom-mapped reactions and 10 reaction types from USPTO. Task: Predict the reactants needed to synthesize the given product. (1) Given the product COc1cccc(C2(C(=O)NS(N)(=O)=O)CCN(c3ncccn3)CC2)c1, predict the reactants needed to synthesize it. The reactants are: COc1cccc(C2(C(=O)Cl)CCN(c3ncccn3)CC2)c1.NS(N)(=O)=O. (2) Given the product O=C(O)C(F)(F)F, predict the reactants needed to synthesize it. The reactants are: CN(C)S(=O)(=O)Cl.O=C(CC1CCNCC1)Nc1ccc2cc1CCc1cccc(c1)Nc1ncc(Cl)c(n1)N2. (3) The reactants are: CN(C)CCN.O=[N+]([O-])c1cc(-c2nc3ccccc3o2)ccc1F. Given the product CN(C)CCNc1ccc(-c2nc3ccccc3o2)cc1[N+](=O)[O-], predict the reactants needed to synthesize it. (4) Given the product CON(C)C(=O)c1cccc(F)c1F, predict the reactants needed to synthesize it. The reactants are: CNOC.O=C(O)c1cccc(F)c1F. (5) Given the product CC1CN(CC(C)C(OC(=O)Nc2ccc(Cl)c(Cl)c2)c2ccc(C(C)(C)C)cc2)CC(C)O1, predict the reactants needed to synthesize it. The reactants are: CC1CN(CC(C)C(O)c2ccc(C(C)(C)C)cc2)CC(C)O1.O=C=Nc1ccc(Cl)c(Cl)c1.